Dataset: Forward reaction prediction with 1.9M reactions from USPTO patents (1976-2016). Task: Predict the product of the given reaction. (1) Given the reactants [C:1]([NH:3][C:4]([NH:6][CH2:7][C:8]1[C:13]([O:14][CH3:15])=[CH:12][CH:11]=[CH:10][C:9]=1[O:16][CH3:17])=[NH:5])#[N:2].[OH:18][CH2:19][C:20](=O)[CH3:21].Cl, predict the reaction product. The product is: [C:13]([OH:14])(=[O:18])[CH3:8].[CH3:17][O:16][C:9]1[CH:10]=[CH:11][CH:12]=[C:13]([O:14][CH3:15])[C:8]=1[CH2:7][NH:6][C:4]([NH:3][C:1]1[O:18][CH:19]=[C:20]([CH3:21])[N:2]=1)=[NH:5]. (2) Given the reactants [F:1][C:2]([F:25])([F:24])[CH2:3][N:4]([CH2:19][C:20]([F:23])([F:22])[F:21])[C:5]1[CH:6]=[CH:7][C:8]([C:16](O)=[O:17])=[N:9][C:10]=1[O:11][CH2:12][CH:13]1[CH2:15][CH2:14]1.[NH2:26][C:27]([CH2:34][CH3:35])([CH2:32][CH3:33])[C:28]([NH:30][CH3:31])=[O:29], predict the reaction product. The product is: [CH2:32]([C:27]([NH:26][C:16]([C:8]1[CH:7]=[CH:6][C:5]([N:4]([CH2:3][C:2]([F:1])([F:25])[F:24])[CH2:19][C:20]([F:22])([F:21])[F:23])=[C:10]([O:11][CH2:12][CH:13]2[CH2:14][CH2:15]2)[N:9]=1)=[O:17])([C:28](=[O:29])[NH:30][CH3:31])[CH2:34][CH3:35])[CH3:33]. (3) Given the reactants [CH3:1][O:2][C:3](=[O:30])[CH2:4][C:5]1[CH:10]=[CH:9][CH:8]=[C:7]([O:11][C:12]2[CH:17]=[CH:16][C:15]([Br:18])=[CH:14][C:13]=2[CH2:19][NH:20][C@@H:21]([CH3:29])[CH2:22][C:23]2[CH:28]=[CH:27][CH:26]=[CH:25][CH:24]=2)[CH:6]=1.Cl[C:32]([O:34][CH3:35])=[O:33], predict the reaction product. The product is: [CH3:1][O:2][C:3](=[O:30])[CH2:4][C:5]1[CH:10]=[CH:9][CH:8]=[C:7]([O:11][C:12]2[CH:17]=[CH:16][C:15]([Br:18])=[CH:14][C:13]=2[CH2:19][N:20]([C:32]([O:34][CH3:35])=[O:33])[C@@H:21]([CH3:29])[CH2:22][C:23]2[CH:28]=[CH:27][CH:26]=[CH:25][CH:24]=2)[CH:6]=1. (4) Given the reactants [CH:1]([C:3]1[CH:8]=[CH:7][N:6]=[C:5]([S:9][CH3:10])[N:4]=1)=[O:2].[BH4-].[Na+], predict the reaction product. The product is: [CH3:10][S:9][C:5]1[N:4]=[C:3]([CH2:1][OH:2])[CH:8]=[CH:7][N:6]=1. (5) The product is: [OH:23][C:22]1[CH:24]=[CH:25][CH:26]=[CH:27][C:21]=1[C:20]([NH:1][CH2:2][CH2:3][NH:4][C:5](=[O:14])[O:6][CH2:7][C:8]1[CH:9]=[CH:10][CH:11]=[CH:12][CH:13]=1)=[O:28]. Given the reactants [NH2:1][CH2:2][CH2:3][NH:4][C:5](=[O:14])[O:6][CH2:7][C:8]1[CH:13]=[CH:12][CH:11]=[CH:10][CH:9]=1.N1C=CN=C1.[C:20](O)(=[O:28])[C:21]1[C:22](=[CH:24][CH:25]=[CH:26][CH:27]=1)[OH:23].C1CCC(N=C=NC2CCCCC2)CC1, predict the reaction product. (6) The product is: [NH2:64][S:65]([C:68]1[CH:69]=[C:70]([CH:74]=[CH:75][CH:76]=1)[C:71]([NH:54][CH2:53][C:49]1[CH:48]=[C:47]([C:43]2[CH:44]=[CH:45][CH:46]=[C:41]([CH2:40][N:34]3[CH2:39][CH2:38][NH:37][CH2:36][CH2:35]3)[CH:42]=2)[CH:52]=[CH:51][CH:50]=1)=[O:72])(=[O:66])=[O:67]. Given the reactants C1CN([P+](ON2N=NC3C=CC=CC2=3)(N2CCCC2)N2CCCC2)CC1.F[P-](F)(F)(F)(F)F.[N:34]1([CH2:40][C:41]2[CH:42]=[C:43]([C:47]3[CH:52]=[CH:51][CH:50]=[C:49]([CH2:53][NH2:54])[CH:48]=3)[CH:44]=[CH:45][CH:46]=2)[CH2:39][CH2:38][NH:37][CH2:36][CH2:35]1.CCN(C(C)C)C(C)C.[NH2:64][S:65]([C:68]1[CH:69]=[C:70]([CH:74]=[CH:75][CH:76]=1)[C:71](O)=[O:72])(=[O:67])=[O:66], predict the reaction product.